From a dataset of Catalyst prediction with 721,799 reactions and 888 catalyst types from USPTO. Predict which catalyst facilitates the given reaction. (1) The catalyst class is: 187. Reactant: [C:1]1([C:11]2[CH:12]=[C:13]([CH:21]=[CH:22][CH:23]=2)[NH:14][C:15]2[CH:20]=[CH:19][CH:18]=[CH:17][CH:16]=2)[C:10]2[C:5](=[CH:6][CH:7]=[CH:8][CH:9]=2)[CH:4]=[CH:3][N:2]=1.Br[C:25]1[CH:26]=[C:27]([C:31]2[N:32]([C:36]3[C:41]([CH:42]([CH3:44])[CH3:43])=[CH:40][CH:39]=[CH:38][C:37]=3[CH:45]([CH3:47])[CH3:46])[CH:33]=[CH:34][N:35]=2)[CH:28]=[CH:29][CH:30]=1.CC(C)([O-])C.[Na+].C1(P(C2CCCCC2)C2C=CC=CC=2C2C(OC)=CC=CC=2OC)CCCCC1. Product: [CH:45]([C:37]1[CH:38]=[CH:39][CH:40]=[C:41]([CH:42]([CH3:44])[CH3:43])[C:36]=1[N:32]1[CH:33]=[CH:34][N:35]=[C:31]1[C:27]1[CH:26]=[C:25]([CH:30]=[CH:29][CH:28]=1)[N:14]([C:13]1[CH:21]=[CH:22][CH:23]=[C:11]([C:1]2[C:10]3[C:5](=[CH:6][CH:7]=[CH:8][CH:9]=3)[CH:4]=[CH:3][N:2]=2)[CH:12]=1)[C:15]1[CH:20]=[CH:19][CH:18]=[CH:17][CH:16]=1)([CH3:47])[CH3:46]. (2) Reactant: C(O[C:6]([N:8]1[CH:13]([C:14]2[NH:15][C:16]([C:19]3[CH:24]=[CH:23][C:22]([Br:25])=[CH:21][CH:20]=3)=[CH:17][N:18]=2)[CH:12]2[CH2:26][CH:9]1[CH2:10][CH2:11]2)=[O:7])(C)(C)C.Cl.[CH3:28][O:29][C:30]([NH:32][CH:33]([CH:37]([CH3:39])[CH3:38])C(O)=O)=[O:31].CN(C(ON1N=NC2C=CC=NC1=2)=[N+](C)C)C.F[P-](F)(F)(F)(F)F.C(N(CC)C(C)C)(C)C. Product: [CH3:28][O:29][C:30](=[O:31])[NH:32][CH:33]([C:6]([N:8]1[CH:13]([C:14]2[NH:15][C:16]([C:19]3[CH:24]=[CH:23][C:22]([Br:25])=[CH:21][CH:20]=3)=[CH:17][N:18]=2)[CH:12]2[CH2:26][CH:9]1[CH2:10][CH2:11]2)=[O:7])[CH:37]([CH3:39])[CH3:38]. The catalyst class is: 71. (3) Reactant: [CH3:1][O:2][C:3](=[O:22])[C:4]1[C:5](=[C:10]([O:14][C:15]2[CH:20]=[CH:19][CH:18]=[CH:17][C:16]=2[NH2:21])[CH:11]=[CH:12][CH:13]=1)C(OC)=O.[N+:23]([C:26]1[CH:27]=[C:28]([CH:31]=[CH:32][CH:33]=1)[CH:29]=O)([O-:25])=[O:24].C([BH3-])#N.[Na+].Cl. Product: [CH3:1][O:2][C:3](=[O:22])[C:13]1[C:4](=[CH:5][C:10]([O:14][C:15]2[CH:20]=[CH:19][CH:18]=[CH:17][C:16]=2[NH:21][CH2:29][C:28]2[CH:31]=[CH:32][CH:33]=[C:26]([N+:23]([O-:25])=[O:24])[CH:27]=2)=[CH:11][CH:12]=1)[C:3]([O:2][CH3:1])=[O:22]. The catalyst class is: 691. (4) Product: [CH2:8]([C:15]1([CH3:26])[C:16](=[O:18])[N:2]([CH3:1])[C:3](=[O:4])[NH:5][C:21]1=[O:23])[C:9]1[CH:10]=[CH:11][CH:12]=[CH:13][CH:14]=1. The catalyst class is: 3. Reactant: [CH3:1][NH:2][C:3]([NH2:5])=[O:4].[H-].[Na+].[CH2:8]([C:15]([CH3:26])([C:21]([O:23]CC)=O)[C:16]([O:18]CC)=O)[C:9]1[CH:14]=[CH:13][CH:12]=[CH:11][CH:10]=1. (5) Reactant: [Br:1][C:2]1[C:7](=[O:8])[NH:6][C:5]([C:9]([F:12])([F:11])[F:10])=[C:4]([C:13]([OH:15])=O)[CH:3]=1.S(Cl)(Cl)=O.[NH2:20][CH2:21][C@@H:22]([OH:39])[CH2:23][N:24]1[CH2:29][CH2:28][CH:27]([O:30][C:31]2[CH:36]=[CH:35][C:34]([Cl:37])=[C:33]([Cl:38])[CH:32]=2)[CH2:26][CH2:25]1. Product: [Br:1][C:2]1[C:7](=[O:8])[NH:6][C:5]([C:9]([F:10])([F:11])[F:12])=[C:4]([C:13]([NH:20][CH2:21][C@@H:22]([OH:39])[CH2:23][N:24]2[CH2:29][CH2:28][CH:27]([O:30][C:31]3[CH:36]=[CH:35][C:34]([Cl:37])=[C:33]([Cl:38])[CH:32]=3)[CH2:26][CH2:25]2)=[O:15])[CH:3]=1. The catalyst class is: 66. (6) Reactant: [CH3:1][O:2][C:3]1[C:4]([CH3:31])=[C:5]([C:22]([O:29][CH3:30])=[C:23]([O:27][CH3:28])[C:24]=1[O:25][CH3:26])[CH2:6][C:7]1[CH:8]=[CH:9][C:10]([OH:21])=[C:11]([CH:20]=1)[C:12]([N:14]1[CH2:19][CH2:18][O:17][CH2:16][CH2:15]1)=[O:13].[N:32]1[CH:37]=[CH:36][C:35](B(O)O)=[CH:34][CH:33]=1.C(N(CC)CC)C.N1C=CC=CC=1. Product: [CH3:1][O:2][C:3]1[C:4]([CH3:31])=[C:5]([C:22]([O:29][CH3:30])=[C:23]([O:27][CH3:28])[C:24]=1[O:25][CH3:26])[CH2:6][C:7]1[CH:8]=[CH:9][C:10]([O:21][C:35]2[CH:36]=[CH:37][N:32]=[CH:33][CH:34]=2)=[C:11]([CH:20]=1)[C:12]([N:14]1[CH2:15][CH2:16][O:17][CH2:18][CH2:19]1)=[O:13]. The catalyst class is: 302. (7) Reactant: Cl[C:2]1[C:7]([N+:8]([O-:10])=[O:9])=[CH:6][CH:5]=[C:4]([O:11][CH3:12])[N:3]=1.O1CCOCC1.[CH2:19]([NH:23][CH2:24][CH2:25][OH:26])[CH2:20][CH2:21][CH3:22]. Product: [CH2:19]([N:23]([C:2]1[C:7]([N+:8]([O-:10])=[O:9])=[CH:6][CH:5]=[C:4]([O:11][CH3:12])[N:3]=1)[CH2:24][CH2:25][OH:26])[CH2:20][CH2:21][CH3:22]. The catalyst class is: 6. (8) Reactant: [Cl:1][C:2]1[N:7]=[C:6]([Cl:8])[CH:5]=[C:4]([CH3:9])[N:3]=1.[Li+].[CH3:11]C([N-]C(C)C)C.IC. Product: [Cl:1][C:2]1[N:7]=[C:6]([Cl:8])[CH:5]=[C:4]([CH2:9][CH3:11])[N:3]=1. The catalyst class is: 1. (9) Reactant: [CH3:1][O:2][C:3]([CH2:5][CH2:6][C:7]1[C:8]([CH3:16])=[C:9]([C:13]([OH:15])=O)[NH:10][C:11]=1[CH3:12])=[O:4].CN(C(ON1N=NC2C=CC=NC1=2)=[N+](C)C)C.F[P-](F)(F)(F)(F)F.CCN(C(C)C)C(C)C.Cl.Cl.[CH:52]([N:55]1[CH2:60][CH2:59][CH:58]([NH2:61])[CH2:57][CH2:56]1)([CH3:54])[CH3:53]. Product: [CH3:1][O:2][C:3](=[O:4])[CH2:5][CH2:6][C:7]1[C:8]([CH3:16])=[C:9]([C:13](=[O:15])[NH:61][CH:58]2[CH2:59][CH2:60][N:55]([CH:52]([CH3:54])[CH3:53])[CH2:56][CH2:57]2)[NH:10][C:11]=1[CH3:12]. The catalyst class is: 3. (10) Reactant: Br.[Cl:2][C:3]1[CH:36]=[CH:35][C:6]([CH2:7][CH:8]2[N:13]3[C:14](=[O:30])[CH:15]([NH2:29])[CH2:16][N:17]([S:18]([C:21]4[CH:26]=[CH:25][C:24]([Cl:27])=[CH:23][C:22]=4[Cl:28])(=[O:20])=[O:19])[CH:12]3[CH2:11][N:10]([CH:31]([CH3:33])[CH3:32])[C:9]2=[O:34])=[CH:5][CH:4]=1.[CH2:37](O)[CH2:38][CH2:39][CH3:40].C(=O)([O-])[O-].[K+].[K+].BrCCCCBr. Product: [Cl:2][C:3]1[CH:36]=[CH:35][C:6]([CH2:7][CH:8]2[N:13]3[C:14](=[O:30])[CH:15]([N:29]4[CH2:40][CH2:39][CH2:38][CH2:37]4)[CH2:16][N:17]([S:18]([C:21]4[CH:26]=[CH:25][C:24]([Cl:27])=[CH:23][C:22]=4[Cl:28])(=[O:20])=[O:19])[CH:12]3[CH2:11][N:10]([CH:31]([CH3:33])[CH3:32])[C:9]2=[O:34])=[CH:5][CH:4]=1. The catalyst class is: 6.